This data is from Experimentally validated miRNA-target interactions with 360,000+ pairs, plus equal number of negative samples. The task is: Binary Classification. Given a miRNA mature sequence and a target amino acid sequence, predict their likelihood of interaction. Result: 1 (interaction). The protein sequence of the target gene is MTEWETAAPAVAETPDIKLFGKWSTDDVQINDISLQDYIAVKEKYAKYLPHSAGRYAAKRFRKAQCPIVERLTNSMMMHGRNNGKKLMTVRIVKHAFEIIHLLTGENPLQVLVNAIINSGPREDSTRIGRAGTVRRQAVDVSPLRRVNQAIWLLCTGAREAAFRNIKTIAECLADELINAAKGSSNSYAIKKKDELERVAKSNR. The miRNA is hsa-miR-1324 with sequence CCAGACAGAAUUCUAUGCACUUUC.